From a dataset of Full USPTO retrosynthesis dataset with 1.9M reactions from patents (1976-2016). Predict the reactants needed to synthesize the given product. (1) Given the product [Br:37][C:6]1[C:5]2[C:14](=[CH:1][CH:2]=[CH:3][CH:4]=2)[C:13]([C:15]2[CH:16]=[CH:17][C:18]([C:21]3[O:22][C:23]4[CH:29]=[CH:28][CH:27]=[CH:26][C:24]=4[N:25]=3)=[CH:19][CH:20]=2)=[C:12]2[C:7]=1[CH:8]=[CH:9][CH:10]=[CH:11]2, predict the reactants needed to synthesize it. The reactants are: [CH:1]1[C:14]2[C:5](=[CH:6][C:7]3[C:12]([C:13]=2[C:15]2[CH:20]=[CH:19][C:18]([C:21]4[O:22][C:23]5[CH:29]=[CH:28][CH:27]=[CH:26][C:24]=5[N:25]=4)=[CH:17][CH:16]=2)=[CH:11][CH:10]=[CH:9][CH:8]=3)[CH:4]=[CH:3][CH:2]=1.C1(C)C=CC=CC=1.[Br:37]N1C(=O)CCC1=O. (2) Given the product [O:29]1[CH2:30][CH2:31][N:26]([C:7]([C:6]2[CH:10]=[CH:11][CH:12]=[C:4]([N+:1]([O-:3])=[O:2])[CH:5]=2)=[O:9])[CH2:27][CH2:28]1, predict the reactants needed to synthesize it. The reactants are: [N+:1]([C:4]1[CH:5]=[C:6]([CH:10]=[CH:11][CH:12]=1)[C:7]([OH:9])=O)([O-:3])=[O:2].C(Cl)(=O)C(Cl)=O.C(N(CC)CC)C.[NH:26]1[CH2:31][CH2:30][O:29][CH2:28][CH2:27]1. (3) Given the product [Cl:1][C:2]1[CH:3]=[C:4]2[C:8](=[CH:9][CH:10]=1)[NH:7][CH:6]=[C:5]2[CH2:11][CH2:12][NH:13][C:14]([C:15]1[CH:16]=[C:17]([C:26]2[CH:27]=[CH:28][CH:29]=[CH:30][C:25]=2[C:23]#[N:24])[CH:18]=[CH:19][CH:20]=1)=[O:22], predict the reactants needed to synthesize it. The reactants are: [Cl:1][C:2]1[CH:3]=[C:4]2[C:8](=[CH:9][CH:10]=1)[NH:7][CH:6]=[C:5]2[CH2:11][CH2:12][NH:13][C:14](=[O:22])[C:15]1[CH:20]=[CH:19][CH:18]=[C:17](I)[CH:16]=1.[C:23]([C:25]1[CH:30]=[CH:29][CH:28]=[CH:27][C:26]=1B(O)O)#[N:24].C(=O)([O-])[O-].[Na+].[Na+]. (4) Given the product [ClH:1].[F:28][CH:27]([F:29])[O:26][C:21]1[CH:22]=[CH:23][CH:24]=[CH:25][C:20]=1[S:17]([NH:16][C:11]1[CH:12]=[CH:13][C:14]([CH3:15])=[C:9]([N:2]2[CH2:8][CH2:7][CH2:6][N:5]([CH3:30])[CH2:4][CH2:3]2)[CH:10]=1)(=[O:19])=[O:18], predict the reactants needed to synthesize it. The reactants are: [ClH:1].[N:2]1([C:9]2[CH:10]=[C:11]([NH:16][S:17]([C:20]3[CH:25]=[CH:24][CH:23]=[CH:22][C:21]=3[O:26][CH:27]([F:29])[F:28])(=[O:19])=[O:18])[CH:12]=[CH:13][C:14]=2[CH3:15])[CH2:8][CH2:7][CH2:6][NH:5][CH2:4][CH2:3]1.[CH2:30]=O. (5) Given the product [Cl:62][C:59]1[CH:60]=[CH:61][C:56]([CH2:55][NH:54][C:52](=[O:53])[C:51]2[C:63]([O:65][CH3:66])=[CH:64][C:48]([N:68]3[CH2:73][CH2:72][O:71][CH2:70][CH2:69]3)=[CH:49][C:50]=2[F:67])=[CH:57][CH:58]=1, predict the reactants needed to synthesize it. The reactants are: C1(P(C2C=CC=CC=2)C2C=CC3C(=CC=CC=3)C=2C2C3C(=CC=CC=3)C=CC=2P(C2C=CC=CC=2)C2C=CC=CC=2)C=CC=CC=1.Br[C:48]1[CH:64]=[C:63]([O:65][CH3:66])[C:51]([C:52]([NH:54][CH2:55][C:56]2[CH:61]=[CH:60][C:59]([Cl:62])=[CH:58][CH:57]=2)=[O:53])=[C:50]([F:67])[CH:49]=1.[NH:68]1[CH2:73][CH2:72][O:71][CH2:70][CH2:69]1.CC(C)([O-])C.[Na+]. (6) The reactants are: [F:1][C:2]1([F:41])[O:6][C:5]2[CH:7]=[CH:8][C:9]([C:11]3([C:14]([NH:16][C@@H:17]4[CH2:22][C@@H:21]([C:23]5[CH:28]=[CH:27][C:26]([O:29][CH3:30])=[CH:25][CH:24]=5)[O:20][C@@H:19]([C:31]5[CH:40]=[CH:39][C:34]([C:35]([O:37]C)=[O:36])=[CH:33][CH:32]=5)[CH2:18]4)=[O:15])[CH2:13][CH2:12]3)=[CH:10][C:4]=2[O:3]1.[OH-].[Li+]. Given the product [F:41][C:2]1([F:1])[O:6][C:5]2[CH:7]=[CH:8][C:9]([C:11]3([C:14]([NH:16][C@@H:17]4[CH2:22][C@@H:21]([C:23]5[CH:28]=[CH:27][C:26]([O:29][CH3:30])=[CH:25][CH:24]=5)[O:20][C@@H:19]([C:31]5[CH:32]=[CH:33][C:34]([C:35]([OH:37])=[O:36])=[CH:39][CH:40]=5)[CH2:18]4)=[O:15])[CH2:12][CH2:13]3)=[CH:10][C:4]=2[O:3]1, predict the reactants needed to synthesize it.